This data is from Forward reaction prediction with 1.9M reactions from USPTO patents (1976-2016). The task is: Predict the product of the given reaction. Given the reactants [CH3:1][N:2]([S:15]([C:18]1[CH:23]=[CH:22][CH:21]=[CH:20][C:19]=1[C:24]([F:27])([F:26])[F:25])(=[O:17])=[O:16])[C:3]1[CH:4]=[CH:5][CH:6]=[C:7]2[C:11]=1[NH:10][C:9]([C:12](=[S:14])[NH2:13])=[CH:8]2.[C:28]([O:33][CH2:34][CH3:35])(=[O:32])[C:29]#[C:30][CH3:31].C(P(CCCC)CCCC)CCC.C1(C)C=CC=CC=1, predict the reaction product. The product is: [CH2:34]([O:33][C:28](=[O:32])[CH2:29][CH:30]1[S:14][C:12]([C:9]2[NH:10][C:11]3[C:7]([CH:8]=2)=[CH:6][CH:5]=[CH:4][C:3]=3[N:2]([CH3:1])[S:15]([C:18]2[CH:23]=[CH:22][CH:21]=[CH:20][C:19]=2[C:24]([F:27])([F:25])[F:26])(=[O:17])=[O:16])=[N:13][CH2:31]1)[CH3:35].